From a dataset of Full USPTO retrosynthesis dataset with 1.9M reactions from patents (1976-2016). Predict the reactants needed to synthesize the given product. (1) Given the product [CH:12]1[C:13]2[C:18](=[CH:17][CH:16]=[CH:15][CH:14]=2)[CH:19]=[CH:20][C:11]=1[C:4]1[N:5]2[CH2:10][CH2:9][N:8]=[C:6]2[S:7][C:3]=1[CH:28]=[O:29], predict the reactants needed to synthesize it. The reactants are: Br.Br[C:3]1[S:7][C:6]2=[N:8][CH2:9][CH2:10][N:5]2[C:4]=1[C:11]1[CH:20]=[CH:19][C:18]2[C:13](=[CH:14][CH:15]=[CH:16][CH:17]=2)[CH:12]=1.C([Mg]Cl)C.CN([CH:28]=[O:29])C. (2) Given the product [Cl:1][CH:2]1[CH2:7][CH2:6][N:5]([S:8]([C:11]2[CH:16]=[CH:15][C:14]([NH2:17])=[CH:13][CH:12]=2)(=[O:10])=[O:9])[CH2:4][CH2:3]1, predict the reactants needed to synthesize it. The reactants are: [Cl:1][CH:2]1[CH2:7][CH2:6][N:5]([S:8]([C:11]2[CH:16]=[CH:15][C:14]([N+:17]([O-])=O)=[CH:13][CH:12]=2)(=[O:10])=[O:9])[CH2:4][CH2:3]1.CO.[BH4-].[Na+]. (3) Given the product [C:41]1([C:14]2([C:8]3[CH:13]=[CH:12][CH:11]=[CH:10][CH:9]=3)[CH2:22][C:21]3[N:20]([S:23]([C:26]4[CH:27]=[CH:28][C:29]([CH3:32])=[CH:30][CH:31]=4)(=[O:25])=[O:24])[N:19]=[C:18]([NH2:33])[C:17]=3[CH:16]=[CH:15]2)[CH:46]=[CH:45][CH:44]=[CH:43][CH:42]=1, predict the reactants needed to synthesize it. The reactants are: FC(F)(F)C(O)=O.[C:8]1([C:14]2([C:41]3[CH:46]=[CH:45][CH:44]=[CH:43][CH:42]=3)[CH2:22][C:21]3[N:20]([S:23]([C:26]4[CH:31]=[CH:30][C:29]([CH3:32])=[CH:28][CH:27]=4)(=[O:25])=[O:24])[N:19]=[C:18]([NH:33]C(=O)OC(C)(C)C)[C:17]=3[CH:16]=[CH:15]2)[CH:13]=[CH:12][CH:11]=[CH:10][CH:9]=1. (4) Given the product [CH:25]([C:28]1[CH:29]=[C:30]([CH:43]=[CH:44][C:45]=1[O:46][CH2:47][O:48][CH3:49])[CH2:31][C:32]1[C:39]([CH3:40])=[CH:38][C:35]([CH2:20][Br:24])=[C:34]([CH3:41])[C:33]=1[CH3:42])([CH3:27])[CH3:26], predict the reactants needed to synthesize it. The reactants are: C1(P(C2C=CC=CC=2)C2C=CC=CC=2)C=CC=CC=1.[C:20]([Br:24])(Br)(Br)Br.[CH:25]([C:28]1[CH:29]=[C:30]([CH:43]=[CH:44][C:45]=1[O:46][CH2:47][O:48][CH3:49])[CH2:31][C:32]1[C:39]([CH3:40])=[CH:38][C:35](CO)=[C:34]([CH3:41])[C:33]=1[CH3:42])([CH3:27])[CH3:26]. (5) Given the product [CH2:1]([N:8]1[C:12]([CH3:13])=[C:11]([I:14])[CH:10]=[C:9]1[C:15]#[N:17])[C:2]1[CH:3]=[CH:4][CH:5]=[CH:6][CH:7]=1, predict the reactants needed to synthesize it. The reactants are: [CH2:1]([N:8]1[C:12]([CH3:13])=[C:11]([I:14])[CH:10]=[C:9]1[C:15]([NH2:17])=O)[C:2]1[CH:7]=[CH:6][CH:5]=[CH:4][CH:3]=1.C(Cl)(=O)C(Cl)=O. (6) The reactants are: Br[C:2]1[CH:7]=[CH:6][C:5]([C:8]([F:11])([F:10])[F:9])=[CH:4][N:3]=1.[CH2:12]([NH2:14])[CH3:13].C([O-])([O-])=O.[K+].[K+]. Given the product [CH2:12]([NH:14][C:2]1[CH:7]=[CH:6][C:5]([C:8]([F:11])([F:10])[F:9])=[CH:4][N:3]=1)[CH3:13], predict the reactants needed to synthesize it. (7) Given the product [CH3:27][O:26][C:22]1[CH:21]=[C:20]([CH:25]=[CH:24][CH:23]=1)[O:19][C:15]1[CH:16]=[C:17]2[C:12](=[CH:13][CH:14]=1)[N:11]1[C:30](=[O:31])[NH:29][N:28]=[C:10]1[CH:9]([NH:8][C:6](=[O:7])[O:5][C:1]([CH3:3])([CH3:4])[CH3:2])[CH2:18]2, predict the reactants needed to synthesize it. The reactants are: [C:1]([O:5][C:6]([NH:8][CH:9]1[CH2:18][C:17]2[C:12](=[CH:13][CH:14]=[C:15]([O:19][C:20]3[CH:25]=[CH:24][CH:23]=[C:22]([O:26][CH3:27])[CH:21]=3)[CH:16]=2)[NH:11][C:10]1=[N:28][NH:29][C:30](OCC)=[O:31])=[O:7])([CH3:4])([CH3:3])[CH3:2].